This data is from Reaction yield outcomes from USPTO patents with 853,638 reactions. The task is: Predict the reaction yield, written as a fraction of the theoretical maximum amount of product (1.0 means a 100% yield; for example, 0.34 means a 34% yield). (1) The reactants are [Cl:1][C:2]1[CH:3]=[C:4]([O:23][CH2:24][CH:25]=[C:26]([Cl:28])[Cl:27])[CH:5]=[C:6]([Cl:22])[C:7]=1[O:8][CH2:9][CH2:10][CH2:11][CH2:12][O:13][CH2:14][CH:15](OCC)[O:16]CC.C(O)(=O)C.Cl. The catalyst is O. The product is [Cl:1][C:2]1[CH:3]=[C:4]([O:23][CH2:24][CH:25]=[C:26]([Cl:28])[Cl:27])[CH:5]=[C:6]([Cl:22])[C:7]=1[O:8][CH2:9][CH2:10][CH2:11][CH2:12][O:13][CH2:14][CH:15]=[O:16]. The yield is 0.940. (2) The reactants are S(Cl)([Cl:4])(=O)=O.[CH3:6][NH:7][C:8]([N:10]1[C:14]([CH2:15][CH3:16])=[CH:13][C:12]([O:17][C:18]2[C:23]([Cl:24])=[CH:22][C:21]([C:25]([F:28])([F:27])[F:26])=[CH:20][N:19]=2)=[N:11]1)=[O:9]. The catalyst is C(O)(=O)C. The product is [CH3:6][NH:7][C:8]([N:10]1[C:14]([CH2:15][CH3:16])=[C:13]([Cl:4])[C:12]([O:17][C:18]2[C:23]([Cl:24])=[CH:22][C:21]([C:25]([F:26])([F:27])[F:28])=[CH:20][N:19]=2)=[N:11]1)=[O:9]. The yield is 0.809.